Task: Predict the reaction yield, written as a fraction of the theoretical maximum amount of product (1.0 means a 100% yield; for example, 0.34 means a 34% yield).. Dataset: Reaction yield outcomes from USPTO patents with 853,638 reactions (1) The reactants are [F:1][C:2]1[CH:3]=[C:4]([N:19](C2C=CC(F)=CC=2)[C:20]([C:22]2([C:25]([NH2:27])=[O:26])[CH2:24][CH2:23]2)=[O:21])[CH:5]=[CH:6][C:7]=1[O:8][C:9]1[CH:14]=[CH:13][N:12]=[C:11]2[CH:15]=[C:16](I)[S:17][C:10]=12.[CH2:35]([CH:38]1[CH2:43][CH2:42][N:41]([C:44]([O:46][C:47]([CH3:50])([CH3:49])[CH3:48])=[O:45])[CH2:40][CH2:39]1)[C:36]#[CH:37]. No catalyst specified. The product is [C:25]([C:22]1([C:20]([NH:19][C:4]2[CH:5]=[CH:6][C:7]([O:8][C:9]3[CH:14]=[CH:13][N:12]=[C:11]4[CH:15]=[C:16]([C:37]#[C:36][CH2:35][CH:38]5[CH2:43][CH2:42][N:41]([C:44]([O:46][C:47]([CH3:50])([CH3:49])[CH3:48])=[O:45])[CH2:40][CH2:39]5)[S:17][C:10]=34)=[C:2]([F:1])[CH:3]=2)=[O:21])[CH2:24][CH2:23]1)(=[O:26])[NH2:27]. The yield is 0.310. (2) The reactants are [C:1]([O:5][C:6]([N:8]([C:16]1[C@@:22]2([CH2:26][F:27])[S:23](=[O:25])(=[O:24])[C@H:19]([CH2:20][CH2:21]2)[C@:18]([C:29]2[CH:34]=[C:33]([N+:35]([O-])=O)[CH:32]=[CH:31][C:30]=2[F:38])([CH3:28])[N:17]=1)[C:9](=[O:15])[O:10][C:11]([CH3:14])([CH3:13])[CH3:12])=[O:7])([CH3:4])([CH3:3])[CH3:2].C(OCC)(=O)C. The catalyst is [Pd].C(O)C. The product is [NH2:35][C:33]1[CH:32]=[CH:31][C:30]([F:38])=[C:29]([C@@:18]2([CH3:28])[N:17]=[C:16]([N:8]([C:6]([O:5][C:1]([CH3:2])([CH3:3])[CH3:4])=[O:7])[C:9](=[O:15])[O:10][C:11]([CH3:14])([CH3:12])[CH3:13])[C@@:22]3([CH2:26][F:27])[S:23](=[O:25])(=[O:24])[C@@H:19]2[CH2:20][CH2:21]3)[CH:34]=1. The yield is 0.960. (3) The reactants are [S:1]([C:5]1[CH:10]=[CH:9][C:8]([NH:11][C:12](=[S:15])[NH:13][NH2:14])=[CH:7][CH:6]=1)([OH:4])(=[O:3])=[O:2].[Na].[OH:17][C:18]1[CH:27]=[CH:26][C:25]2[C:20](=[CH:21][CH:22]=[CH:23][CH:24]=2)[C:19]=1[CH:28]=O. No catalyst specified. The product is [OH:17][C:18]1[CH:27]=[CH:26][C:25]2[C:20](=[CH:21][CH:22]=[CH:23][CH:24]=2)[C:19]=1[CH:28]=[N:14][NH:13][C:12]([NH:11][C:8]1[CH:7]=[CH:6][C:5]([S:1]([OH:4])(=[O:2])=[O:3])=[CH:10][CH:9]=1)=[S:15]. The yield is 0.230. (4) The reactants are [F:1][C:2]1[CH:3]=[C:4]([NH:15][C:16]([C@H:18]2[C:27]3[C:22](=[CH:23][C:24]([O:28][CH3:29])=[CH:25][CH:26]=3)[CH2:21][CH2:20][N:19]2C(OC(C)(C)C)=O)=[O:17])[CH:5]=[C:6]([F:14])[C:7]=1[C:8]([CH3:13])([CH3:12])[CH2:9][O:10][CH3:11].[ClH:37].C(OCC)(=O)C. The catalyst is C(OCC)(=O)C. The product is [ClH:37].[F:1][C:2]1[CH:3]=[C:4]([NH:15][C:16]([C@H:18]2[C:27]3[C:22](=[CH:23][C:24]([O:28][CH3:29])=[CH:25][CH:26]=3)[CH2:21][CH2:20][NH:19]2)=[O:17])[CH:5]=[C:6]([F:14])[C:7]=1[C:8]([CH3:12])([CH3:13])[CH2:9][O:10][CH3:11]. The yield is 1.00. (5) The reactants are [Br:1][C:2]1[CH:3]=[C:4]2[C:9](=[CH:10][CH:11]=1)[NH:8][C:7](=O)[CH:6]=[CH:5]2.P(Cl)(Cl)([Cl:15])=O. The catalyst is CN(C)C=O. The product is [Br:1][C:2]1[CH:3]=[C:4]2[C:9](=[CH:10][CH:11]=1)[N:8]=[C:7]([Cl:15])[CH:6]=[CH:5]2. The yield is 0.900. (6) The reactants are [F:1][C:2]1[CH:10]=[C:9]2[C:5]([C:6]([C:20]3[CH:21]=[N:22][C:23]([CH3:26])=[CH:24][CH:25]=3)=[CH:7][N:8]2S(C2C=CC=CC=2)(=O)=O)=[CH:4][CH:3]=1.[OH-].[Na+]. The catalyst is CO.O. The product is [F:1][C:2]1[CH:10]=[C:9]2[C:5]([C:6]([C:20]3[CH:21]=[N:22][C:23]([CH3:26])=[CH:24][CH:25]=3)=[CH:7][NH:8]2)=[CH:4][CH:3]=1. The yield is 0.340. (7) The reactants are [CH3:1][C@H:2]1[N:7]([C:8]([O:10][C:11]([CH3:14])([CH3:13])[CH3:12])=[O:9])[CH2:6][C@H:5]([C:15](OC)=[O:16])[CH2:4][CH2:3]1.CC(C[AlH]CC(C)C)C. The catalyst is C1COCC1. The product is [OH:16][CH2:15][C@H:5]1[CH2:6][N:7]([C:8]([O:10][C:11]([CH3:14])([CH3:13])[CH3:12])=[O:9])[C@H:2]([CH3:1])[CH2:3][CH2:4]1. The yield is 0.740.